Dataset: Reaction yield outcomes from USPTO patents with 853,638 reactions. Task: Predict the reaction yield, written as a fraction of the theoretical maximum amount of product (1.0 means a 100% yield; for example, 0.34 means a 34% yield). (1) The catalyst is CO. The product is [CH2:1]([O:8][C@H:9]1[C@H:14]([O:15][CH2:16][C:17]2[CH:22]=[CH:21][CH:20]=[CH:19][CH:18]=2)[C@@H:13]([CH2:23][O:24][CH2:25][C:26]2[CH:31]=[CH:30][CH:29]=[CH:28][CH:27]=2)[O:12][C@@H:11]([O:32][C@H:33]2[C@@H:42]([O:43][CH2:44][C:45]3[CH:50]=[CH:49][CH:48]=[CH:47][CH:46]=3)[C@H:41]([O:51][CH2:52][C:53]3[CH:54]=[CH:55][CH:56]=[CH:57][CH:58]=3)[C@@H:40]([CH2:59][O:60][CH2:61][C:62]3[CH:63]=[CH:64][CH:65]=[CH:66][CH:67]=3)[O:39][C@H:34]2[O:35][CH2:36][CH:37]=[CH2:38])[C@@H:10]1[OH:68])[C:2]1[CH:7]=[CH:6][CH:5]=[CH:4][CH:3]=1. The reactants are [CH2:1]([O:8][C@H:9]1[C@H:14]([O:15][CH2:16][C:17]2[CH:22]=[CH:21][CH:20]=[CH:19][CH:18]=2)[C@@H:13]([CH2:23][O:24][CH2:25][C:26]2[CH:31]=[CH:30][CH:29]=[CH:28][CH:27]=2)[O:12][C@@H:11]([O:32][C@H:33]2[C@@H:42]([O:43][CH2:44][C:45]3[CH:50]=[CH:49][CH:48]=[CH:47][CH:46]=3)[C@H:41]([O:51][CH2:52][C:53]3[CH:58]=[CH:57][CH:56]=[CH:55][CH:54]=3)[C@@H:40]([CH2:59][O:60][CH2:61][C:62]3[CH:67]=[CH:66][CH:65]=[CH:64][CH:63]=3)[O:39][C@H:34]2[O:35][CH2:36][CH:37]=[CH2:38])[C@@H:10]1[O:68]C(=O)C)[C:2]1[CH:7]=[CH:6][CH:5]=[CH:4][CH:3]=1.C[O-].[Na+]. The yield is 1.00. (2) The reactants are [F:1][C:2]1[CH:7]=[CH:6][C:5]([N:8]2[C:17]3[C:12](=[N:13][CH:14]=[C:15]([CH2:18][C:19]4[CH:24]=[CH:23][C:22]([F:25])=[CH:21][CH:20]=4)[CH:16]=3)[C:11]([OH:26])=[C:10]([C:27](OCC)=[O:28])[C:9]2=[O:32])=[CH:4][CH:3]=1.[NH2:33][CH2:34][CH:35]([OH:37])[CH3:36]. No catalyst specified. The product is [F:1][C:2]1[CH:3]=[CH:4][C:5]([N:8]2[C:17]3[C:12](=[N:13][CH:14]=[C:15]([CH2:18][C:19]4[CH:24]=[CH:23][C:22]([F:25])=[CH:21][CH:20]=4)[CH:16]=3)[C:11]([OH:26])=[C:10]([C:27]([NH:33][CH2:34][CH:35]([OH:37])[CH3:36])=[O:28])[C:9]2=[O:32])=[CH:6][CH:7]=1. The yield is 0.750.